The task is: Predict the product of the given reaction.. This data is from Forward reaction prediction with 1.9M reactions from USPTO patents (1976-2016). Given the reactants [Cl:1][C:2]1[CH:3]=[C:4]([C:13](=O)[CH3:14])[CH:5]=[CH:6][C:7]=1[O:8][CH2:9][CH:10]([F:12])[F:11].[CH3:16][C:17]([S@:20]([NH2:22])=[O:21])([CH3:19])[CH3:18], predict the reaction product. The product is: [Cl:1][C:2]1[CH:3]=[C:4]([CH:13]([NH:22][S@@:20]([C:17]([CH3:19])([CH3:18])[CH3:16])=[O:21])[CH3:14])[CH:5]=[CH:6][C:7]=1[O:8][CH2:9][CH:10]([F:12])[F:11].